Dataset: Forward reaction prediction with 1.9M reactions from USPTO patents (1976-2016). Task: Predict the product of the given reaction. Given the reactants [CH3:1][O:2][C:3]1[CH:4]=[C:5]2[C:8](=[CH:9][C:10]=1[O:11][CH3:12])[CH:7]([CH2:13][NH2:14])[CH2:6]2.[C:15](=O)([O:19]CC)[O:16][CH2:17][CH3:18], predict the reaction product. The product is: [CH2:17]([O:16][C:15](=[O:19])[NH:14][CH2:13][C@H:7]1[CH2:6][C:5]2[C:8]1=[CH:9][C:10]([O:11][CH3:12])=[C:3]([O:2][CH3:1])[CH:4]=2)[CH3:18].